From a dataset of Catalyst prediction with 721,799 reactions and 888 catalyst types from USPTO. Predict which catalyst facilitates the given reaction. (1) Reactant: Br[C:2]1[C:11]2[C:6](=[CH:7][CH:8]=[C:9]([C:12]([NH:14][N:15]([CH3:20])[S:16]([CH3:19])(=[O:18])=[O:17])=[O:13])[CH:10]=2)[CH:5]=[N:4][CH:3]=1.[Cl:21][C:22]1[CH:27]=[CH:26][C:25](B(O)O)=[CH:24][CH:23]=1.C(=O)([O-])[O-].[Cs+].[Cs+]. Product: [Cl:21][C:22]1[CH:27]=[CH:26][C:25]([C:2]2[C:11]3[C:6](=[CH:7][CH:8]=[C:9]([C:12]([NH:14][N:15]([CH3:20])[S:16]([CH3:19])(=[O:18])=[O:17])=[O:13])[CH:10]=3)[CH:5]=[N:4][CH:3]=2)=[CH:24][CH:23]=1. The catalyst class is: 688. (2) Reactant: [Si]([O:18][C:19]1[CH:27]=[C:26]2[C:22]([C:23]([CH2:35][CH3:36])=[N:24][N:25]2[C:28]([O:30][C:31]([CH3:34])([CH3:33])[CH3:32])=[O:29])=[CH:21][CH:20]=1)(C(C)(C)C)(C1C=CC=CC=1)C1C=CC=CC=1.CCCC[N+](CCCC)(CCCC)CCCC.[F-].C1COCC1.O.C(OCC)(=O)C. Product: [OH:18][C:19]1[CH:27]=[C:26]2[C:22]([C:23]([CH2:35][CH3:36])=[N:24][N:25]2[C:28]([O:30][C:31]([CH3:33])([CH3:32])[CH3:34])=[O:29])=[CH:21][CH:20]=1. The catalyst class is: 220. (3) Reactant: [CH3:1][C:2]1([CH3:20])[CH2:7][CH:6]([OH:8])[CH2:5][C:4]([CH3:10])([CH3:9])[N:3]1[O:11][CH:12]([C:14]1[CH:19]=[CH:18][CH:17]=[CH:16][CH:15]=1)[CH3:13].[C:21](O[C:21](=[O:26])[CH2:22][CH2:23][CH2:24][CH3:25])(=[O:26])[CH2:22][CH2:23][CH2:24][CH3:25].Cl. Product: [C:21]([O:8][CH:6]1[CH2:7][C:2]([CH3:1])([CH3:20])[N:3]([O:11][CH:12]([C:14]2[CH:19]=[CH:18][CH:17]=[CH:16][CH:15]=2)[CH3:13])[C:4]([CH3:9])([CH3:10])[CH2:5]1)(=[O:26])[CH2:22][CH2:23][CH2:24][CH3:25]. The catalyst class is: 119. (4) Reactant: [Cl:1][C:2]1[C:3]([CH3:38])=[C:4]([NH:8][C:9]([C:11]2[C:19]3[N:18]=[C:17]([NH:20][CH2:21][C:22]([O-:24])=[O:23])[NH:16][C:15]=3[CH:14]=[C:13]([NH:25][C:26]([C:28]3[CH:33]=[CH:32][CH:31]=[CH:30][C:29]=3[C:34]([F:37])([F:36])[F:35])=[O:27])[CH:12]=2)=[O:10])[CH:5]=[CH:6][CH:7]=1. Product: [Cl:1][C:2]1[C:3]([CH3:38])=[C:4]([NH:8][C:9]([C:11]2[C:19]3[N:18]=[C:17]([NH:20][CH2:21][C:22]([OH:24])=[O:23])[NH:16][C:15]=3[CH:14]=[C:13]([NH:25][C:26]([C:28]3[CH:33]=[CH:32][CH:31]=[CH:30][C:29]=3[C:34]([F:35])([F:36])[F:37])=[O:27])[CH:12]=2)=[O:10])[CH:5]=[CH:6][CH:7]=1. The catalyst class is: 2. (5) Reactant: [CH3:1][C:2]1[CH:7]=[CH:6][N:5]=[CH:4][C:3]=1[N:8]1[CH2:12][CH2:11][NH:10][C:9]1=[O:13].Br[C:15]1[CH:16]=[N:17][C:18]([Cl:21])=[N:19][CH:20]=1.N[C@@H]1CCCC[C@H]1N.C(=O)([O-])[O-].[K+].[K+]. Product: [Cl:21][C:18]1[N:19]=[CH:20][C:15]([N:10]2[CH2:11][CH2:12][N:8]([C:3]3[CH:4]=[N:5][CH:6]=[CH:7][C:2]=3[CH3:1])[C:9]2=[O:13])=[CH:16][N:17]=1. The catalyst class is: 246. (6) Reactant: [OH:1][N:2]1[C:6](=[O:7])[CH2:5][CH2:4][C:3]1=[O:8].[Br:9][CH:10]([CH3:14])[C:11]([OH:13])=[O:12].C1(N=C=NC2CCCCC2)CCCCC1. Product: [OH:1][N:2]1[C:6](=[O:7])[CH2:5][CH2:4][C:3]1=[O:8].[Br:9][CH:10]([CH3:14])[C:11]([O-:13])=[O:12]. The catalyst class is: 2. (7) Reactant: C[O:2][C:3](=[O:21])[C:4]1[CH:9]=[CH:8][CH:7]=[C:6]([N:10]([S:17]([CH3:20])(=[O:19])=[O:18])[C:11]2[CH:16]=[CH:15][CH:14]=[CH:13][CH:12]=2)[CH:5]=1.[OH-].[Na+]. Product: [CH3:20][S:17]([N:10]([C:11]1[CH:16]=[CH:15][CH:14]=[CH:13][CH:12]=1)[C:6]1[CH:5]=[C:4]([CH:9]=[CH:8][CH:7]=1)[C:3]([OH:21])=[O:2])(=[O:19])=[O:18]. The catalyst class is: 5. (8) The catalyst class is: 27. Product: [Cl-:45].[CH2:1]([NH+:8]([CH2:27][C:28]1[CH:33]=[CH:32][C:31]([NH:34][C:35]([NH:37][C:38]2[CH:43]=[CH:42][C:41]([CH3:44])=[CH:40][CH:39]=2)=[O:36])=[CH:30][CH:29]=1)[CH2:9][C:10]1[CH:11]=[CH:12][C:13]([NH:16][C:17]([NH:19][C:20]2[CH:25]=[CH:24][C:23]([CH3:26])=[CH:22][CH:21]=2)=[O:18])=[CH:14][CH:15]=1)[C:2]1[CH:3]=[CH:4][CH:5]=[CH:6][CH:7]=1. Reactant: [CH2:1]([N:8]([CH2:27][C:28]1[CH:33]=[CH:32][C:31]([NH:34][C:35]([NH:37][C:38]2[CH:43]=[CH:42][C:41]([CH3:44])=[CH:40][CH:39]=2)=[O:36])=[CH:30][CH:29]=1)[CH2:9][C:10]1[CH:15]=[CH:14][C:13]([NH:16][C:17]([NH:19][C:20]2[CH:25]=[CH:24][C:23]([CH3:26])=[CH:22][CH:21]=2)=[O:18])=[CH:12][CH:11]=1)[C:2]1[CH:7]=[CH:6][CH:5]=[CH:4][CH:3]=1.[ClH:45].